This data is from Full USPTO retrosynthesis dataset with 1.9M reactions from patents (1976-2016). The task is: Predict the reactants needed to synthesize the given product. (1) Given the product [O:6]=[C:1]1[CH2:5][CH2:4][CH:3]([NH:17][C:7](=[O:8])[O:9][CH2:10][C:11]2[CH:12]=[CH:13][CH:14]=[CH:15][CH:16]=2)[CH2:2]1, predict the reactants needed to synthesize it. The reactants are: [C:1]1(=[O:6])[CH2:5][CH2:4][CH:3]=[CH:2]1.[C:7]([NH2:17])([O:9][CH2:10][C:11]1[CH:16]=[CH:15][CH:14]=[CH:13][CH:12]=1)=[O:8]. (2) Given the product [C:21]([O:19][C:18]([CH:15]1[CH2:16][CH2:17][CH:12]([NH:11][C:9]([O:8][CH2:1][C:2]2[CH:3]=[CH:4][CH:5]=[CH:6][CH:7]=2)=[O:10])[CH2:13][CH2:14]1)=[O:20])([CH3:24])([CH3:23])[CH3:22], predict the reactants needed to synthesize it. The reactants are: [CH2:1]([O:8][C:9]([NH:11][CH:12]1[CH2:17][CH2:16][CH:15]([C:18]([OH:20])=[O:19])[CH2:14][CH2:13]1)=[O:10])[C:2]1[CH:7]=[CH:6][CH:5]=[CH:4][CH:3]=1.[C:21](O)([CH3:24])([CH3:23])[CH3:22].CC(C)N=C=NC(C)C. (3) The reactants are: FC(F)(F)C(O)=O.[F:8][CH:9]([F:42])[C:10]1[CH:11]=[CH:12][C:13]([O:16][C:17]2[CH:18]=[C:19]3[C:24](=[CH:25][CH:26]=2)[N:23]=[C:22]([C:27]([N:29]2[CH2:34][CH2:33][N:32](C(OC(C)(C)C)=O)[CH2:31][CH2:30]2)=[O:28])[CH:21]=[CH:20]3)=[N:14][CH:15]=1. Given the product [F:42][CH:9]([F:8])[C:10]1[CH:11]=[CH:12][C:13]([O:16][C:17]2[CH:18]=[C:19]3[C:24](=[CH:25][CH:26]=2)[N:23]=[C:22]([C:27]([N:29]2[CH2:30][CH2:31][NH:32][CH2:33][CH2:34]2)=[O:28])[CH:21]=[CH:20]3)=[N:14][CH:15]=1, predict the reactants needed to synthesize it. (4) Given the product [CH:20]1([CH2:19][C:18]2[C:17]3[C:12](=[CH:13][CH:14]=[CH:15][CH:16]=3)[NH:11][C:10]=2[CH:7]2[CH2:6][CH2:5][C:4]([C:26]3[CH:31]=[CH:30][CH:29]=[CH:28][CH:27]=3)([N:3]([CH3:2])[CH3:32])[CH2:9][CH2:8]2)[CH2:25][CH2:24][CH2:23][CH2:22][CH2:21]1, predict the reactants needed to synthesize it. The reactants are: Cl.[CH3:2][N:3]([CH3:32])[C:4]1([C:26]2[CH:31]=[CH:30][CH:29]=[CH:28][CH:27]=2)[CH2:9][CH2:8][C:7]([C:10]2[NH:11][C:12]3[C:17]([C:18]=2[CH2:19][CH:20]2[CH2:25][CH2:24][CH2:23][CH2:22][CH2:21]2)=[CH:16][CH:15]=[CH:14][CH:13]=3)=[CH:6][CH2:5]1.[Sn].